This data is from Forward reaction prediction with 1.9M reactions from USPTO patents (1976-2016). The task is: Predict the product of the given reaction. (1) Given the reactants Br[C:2]1[CH:11]=[CH:10][C:9]2[N:8]=[CH:7][C:6]3[N:12]([CH3:23])[C:13](=[O:22])[N:14]([C:15]4[C:16]([CH3:21])=[N:17][N:18]([CH3:20])[CH:19]=4)[C:5]=3[C:4]=2[CH:3]=1.[CH:24]1([CH2:27][O:28][C:29]2[N:34]=[CH:33][C:32](B3OC(C)(C)C(C)(C)O3)=[CH:31][CH:30]=2)[CH2:26][CH2:25]1, predict the reaction product. The product is: [CH:24]1([CH2:27][O:28][C:29]2[N:34]=[CH:33][C:32]([C:2]3[CH:11]=[CH:10][C:9]4[N:8]=[CH:7][C:6]5[N:12]([CH3:23])[C:13](=[O:22])[N:14]([C:15]6[C:16]([CH3:21])=[N:17][N:18]([CH3:20])[CH:19]=6)[C:5]=5[C:4]=4[CH:3]=3)=[CH:31][CH:30]=2)[CH2:25][CH2:26]1. (2) Given the reactants [F:1][C:2]1([F:39])[C@@H:7]([O:8][C:9]2[CH:16]=[CH:15][C:14]([C:17]3[N:22]=[C:21]([NH:23][C:24]4[CH:29]=[CH:28][C:27]([CH:30]5[CH2:35][CH2:34][NH:33][CH2:32][CH2:31]5)=[C:26]([CH3:36])[CH:25]=4)[N:20]=[CH:19][N:18]=3)=[CH:13][C:10]=2[C:11]#[N:12])[CH2:6][CH2:5][N:4]([CH:37]=[O:38])[CH2:3]1.C=O.[C:42](O[BH-](OC(=O)C)OC(=O)C)(=O)C.[Na+], predict the reaction product. The product is: [F:39][C:2]1([F:1])[C@@H:7]([O:8][C:9]2[CH:16]=[CH:15][C:14]([C:17]3[N:22]=[C:21]([NH:23][C:24]4[CH:29]=[CH:28][C:27]([CH:30]5[CH2:35][CH2:34][N:33]([CH3:42])[CH2:32][CH2:31]5)=[C:26]([CH3:36])[CH:25]=4)[N:20]=[CH:19][N:18]=3)=[CH:13][C:10]=2[C:11]#[N:12])[CH2:6][CH2:5][N:4]([CH:37]=[O:38])[CH2:3]1.